This data is from Catalyst prediction with 721,799 reactions and 888 catalyst types from USPTO. The task is: Predict which catalyst facilitates the given reaction. (1) Reactant: [C:1]([NH:4][CH2:5][CH2:6][CH2:7][C@:8]([C@@H:25]1[CH2:30][CH2:29][CH2:28][N:27]([C:31]([C:33]2[CH:48]=[CH:47][C:36]([CH2:37][N:38]([CH3:46])[C:39](=[O:45])[O:40]C(C)(C)C)=[CH:35][CH:34]=2)=[O:32])[CH2:26]1)([C:10]1[CH:15]=[CH:14][CH:13]=[C:12]([Cl:16])[C:11]=1C1C=CC=C(CC)C=1)[OH:9])(=[O:3])[CH3:2].Cl[C:50]1[C:55](C2C=CC=C(CC)C=2)=[C:54]([C@@:64](O)([C@@H]2CCCNC2)[CH2:65]CCNC(=O)C)[CH:53]=[CH:52][CH:51]=1.C(OC(N([CH2:88][C:89]1C=CC(C(O)=O)=[CH:91][CH:90]=1)C)=O)(C)(C)C.CCN(C(C)C)C(C)C.CN(C(ON1N=NC2C=CC=CC1=2)=[N+](C)C)C.F[P-](F)(F)(F)(F)F. Product: [C:1]([NH:4][CH2:5][CH2:6][CH2:7][C@:8]([C@@H:25]1[CH2:30][CH2:29][CH2:28][N:27]([C:31]([C:33]2[CH:48]=[CH:47][C:36]([CH2:37][N:38]([CH3:46])[C:39](=[O:45])[O:40][CH2:88][CH2:89][CH2:90][CH3:91])=[CH:35][CH:34]=2)=[O:32])[CH2:26]1)([C:10]1[CH:15]=[CH:14][CH:13]=[C:12]([Cl:16])[C:11]=1[C:52]1[CH:51]=[CH:50][CH:55]=[C:54]([CH2:64][CH3:65])[CH:53]=1)[OH:9])(=[O:3])[CH3:2]. The catalyst class is: 18. (2) Reactant: [OH:1][CH2:2][CH:3]1[CH2:8][CH2:7][NH:6][CH2:5][CH2:4]1.[C:9](O[C:9]([O:11][C:12]([CH3:15])([CH3:14])[CH3:13])=[O:10])([O:11][C:12]([CH3:15])([CH3:14])[CH3:13])=[O:10]. Product: [OH:1][CH2:2][CH:3]1[CH2:8][CH2:7][N:6]([C:9]([O:11][C:12]([CH3:15])([CH3:14])[CH3:13])=[O:10])[CH2:5][CH2:4]1. The catalyst class is: 4. (3) Reactant: [CH2:1]([O:5][CH2:6][CH2:7][O:8][C:9]1[CH:14]=[CH:13][C:12]([C:15]2[CH:16]=[CH:17][C:18]3[N:25]([CH2:26][CH:27]([CH3:29])[CH3:28])[CH2:24][CH2:23][CH2:22][C:21]([C:30]([NH:32][C:33]4[CH:38]=[CH:37][C:36]([S:39][CH2:40][C:41]5[N:42]([CH2:46][CH2:47][CH3:48])[CH:43]=[CH:44][N:45]=5)=[CH:35][CH:34]=4)=[O:31])=[CH:20][C:19]=3[CH:49]=2)=[CH:11][CH:10]=1)[CH2:2][CH2:3][CH3:4].ClC1C=CC=C(C(OO)=[O:58])C=1.CSC.O. Product: [CH2:1]([O:5][CH2:6][CH2:7][O:8][C:9]1[CH:10]=[CH:11][C:12]([C:15]2[CH:16]=[CH:17][C:18]3[N:25]([CH2:26][CH:27]([CH3:28])[CH3:29])[CH2:24][CH2:23][CH2:22][C:21]([C:30]([NH:32][C:33]4[CH:34]=[CH:35][C:36]([S:39]([CH2:40][C:41]5[N:42]([CH2:46][CH2:47][CH3:48])[CH:43]=[CH:44][N:45]=5)=[O:58])=[CH:37][CH:38]=4)=[O:31])=[CH:20][C:19]=3[CH:49]=2)=[CH:13][CH:14]=1)[CH2:2][CH2:3][CH3:4]. The catalyst class is: 4. (4) Reactant: [CH2:1]([O:8][C:9]([NH:11][C:12]1[C:13]([CH3:37])=[C:14]([C:18]2[C:30]3[C:29]4[C:24](=[CH:25][C:26]([Br:31])=[CH:27][CH:28]=4)[NH:23][C:22]=3[C:21]([C:32]([O:34]CC)=[O:33])=[N:20][CH:19]=2)[CH:15]=[CH:16][CH:17]=1)=[O:10])[C:2]1[CH:7]=[CH:6][CH:5]=[CH:4][CH:3]=1.O.[OH-].[Li+]. Product: [CH2:1]([O:8][C:9]([NH:11][C:12]1[C:13]([CH3:37])=[C:14]([C:18]2[C:30]3[C:29]4[C:24](=[CH:25][C:26]([Br:31])=[CH:27][CH:28]=4)[NH:23][C:22]=3[C:21]([C:32]([OH:34])=[O:33])=[N:20][CH:19]=2)[CH:15]=[CH:16][CH:17]=1)=[O:10])[C:2]1[CH:7]=[CH:6][CH:5]=[CH:4][CH:3]=1. The catalyst class is: 193. (5) Reactant: [CH2:1]([O:8][C:9]1[CH:14]=[CH:13][C:12]([NH:15][C:16](=O)[C:17]2[CH:22]=[CH:21][C:20]([Cl:23])=[C:19]([N+:24]([O-:26])=[O:25])[CH:18]=2)=[CH:11][CH:10]=1)[C:2]1[CH:7]=[CH:6][CH:5]=[CH:4][CH:3]=1.COC1C=CC(P2(SP(C3C=CC(OC)=CC=3)(=S)S2)=[S:37])=CC=1. Product: [CH2:1]([O:8][C:9]1[CH:14]=[CH:13][C:12]([NH:15][C:16](=[S:37])[C:17]2[CH:22]=[CH:21][C:20]([Cl:23])=[C:19]([N+:24]([O-:26])=[O:25])[CH:18]=2)=[CH:11][CH:10]=1)[C:2]1[CH:7]=[CH:6][CH:5]=[CH:4][CH:3]=1. The catalyst class is: 12. (6) Reactant: C([O:3][C:4](=[O:40])[CH:5]([N:13]1[CH2:26][CH2:25][N:24]([CH2:27][C:28]([O:30]CC)=[O:29])[CH2:23][CH2:22][N:21]([CH2:33][C:34]([O:36]CC)=[O:35])[CH2:20][C:19]2[N:39]=[C:15]([CH:16]=[CH:17][CH:18]=2)[CH2:14]1)[CH2:6][CH2:7][C:8]([O:10]CC)=[O:9])C.[OH-].[Na+]. Product: [C:28]([CH2:27][N:24]1[CH2:23][CH2:22][N:21]([CH2:33][C:34]([OH:36])=[O:35])[CH2:20][C:19]2[N:39]=[C:15]([CH:16]=[CH:17][CH:18]=2)[CH2:14][N:13]([CH:5]([CH2:6][CH2:7][C:8]([OH:10])=[O:9])[C:4]([OH:40])=[O:3])[CH2:26][CH2:25]1)([OH:30])=[O:29]. The catalyst class is: 40. (7) Reactant: [O:1]=[C:2]1[C:10]2[C:5](=[CH:6][CH:7]=[CH:8][CH:9]=2)[C:4](=[O:11])[N:3]1[CH2:12][CH2:13][CH2:14][N:15]1[C:24]2[C:19](=[N:20][CH:21]=[C:22]([CH2:25][C:26]3[CH:31]=[CH:30][C:29]([F:32])=[CH:28][CH:27]=3)[CH:23]=2)[C:18]([OH:33])=[C:17]([C:34](OCC)=[O:35])[C:16]1=[O:39].[CH2:40]([CH2:42][NH2:43])[OH:41]. Product: [O:1]=[C:2]1[C:10]2[C:5](=[CH:6][CH:7]=[CH:8][CH:9]=2)[C:4](=[O:11])[N:3]1[CH2:12][CH2:13][CH2:14][N:15]1[C:24]2[C:19](=[N:20][CH:21]=[C:22]([CH2:25][C:26]3[CH:31]=[CH:30][C:29]([F:32])=[CH:28][CH:27]=3)[CH:23]=2)[C:18]([OH:33])=[C:17]([C:34]([NH:43][CH2:42][CH2:40][OH:41])=[O:35])[C:16]1=[O:39]. The catalyst class is: 8. (8) Reactant: [CH2:1]([O:3][C:4]([C:6]1[N:7]([CH2:18][C:19]2[C:28]3[C:23](=[CH:24][CH:25]=[CH:26][CH:27]=3)[CH:22]=[CH:21][CH:20]=2)[C:8]2[C:13]([C:14]=1[CH2:15][NH2:16])=[CH:12][C:11]([F:17])=[CH:10][CH:9]=2)=[O:5])[CH3:2].Cl.Cl[C:31]([O:33][CH3:34])=[O:32]. Product: [CH2:1]([O:3][C:4]([C:6]1[N:7]([CH2:18][C:19]2[C:28]3[C:23](=[CH:24][CH:25]=[CH:26][CH:27]=3)[CH:22]=[CH:21][CH:20]=2)[C:8]2[C:13]([C:14]=1[CH2:15][NH:16][C:31]([O:33][CH3:34])=[O:32])=[CH:12][C:11]([F:17])=[CH:10][CH:9]=2)=[O:5])[CH3:2]. The catalyst class is: 4. (9) Reactant: C(N(CC)CC)C.[CH2:8]([OH:18])[CH2:9][CH2:10][CH2:11][CH2:12][CH2:13][CH2:14][CH2:15][CH:16]=[CH2:17].[CH3:19][S:20](Cl)(=[O:22])=[O:21]. Product: [S:20]([O:18][CH2:8][CH2:9][CH2:10][CH2:11][CH2:12][CH2:13][CH2:14][CH2:15][CH:16]=[CH2:17])(=[O:22])(=[O:21])[CH3:19]. The catalyst class is: 13.